From a dataset of Forward reaction prediction with 1.9M reactions from USPTO patents (1976-2016). Predict the product of the given reaction. (1) Given the reactants C([O:8][C:9]1[CH:10]=[C:11]([C:15]2[O:19][CH:18]=[N:17][CH:16]=2)[CH:12]=[CH:13][CH:14]=1)C1C=CC=CC=1.O1CCCC1, predict the reaction product. The product is: [O:19]1[C:15]([C:11]2[CH:10]=[C:9]([OH:8])[CH:14]=[CH:13][CH:12]=2)=[CH:16][N:17]=[CH:18]1. (2) Given the reactants Br[C:2]1[N:3]=[CH:4][C:5]2[N:6]([N:8]=[C:9]([NH2:11])[N:10]=2)[CH:7]=1.C(=O)([O-])[O-].[K+].[K+].[C:18]([O:22][C:23]([NH:25][C:26]1[CH:31]=[CH:30][C:29](B(O)O)=[CH:28][CH:27]=1)=[O:24])([CH3:21])([CH3:20])[CH3:19].O, predict the reaction product. The product is: [NH2:11][C:9]1[N:10]=[C:5]2[CH:4]=[N:3][C:2]([C:29]3[CH:28]=[CH:27][C:26]([NH:25][C:23](=[O:24])[O:22][C:18]([CH3:20])([CH3:19])[CH3:21])=[CH:31][CH:30]=3)=[CH:7][N:6]2[N:8]=1.